Dataset: Reaction yield outcomes from USPTO patents with 853,638 reactions. Task: Predict the reaction yield, written as a fraction of the theoretical maximum amount of product (1.0 means a 100% yield; for example, 0.34 means a 34% yield). (1) The reactants are [Cl:1][C:2]1[CH:9]=[C:8]([C:10](=O)[C:11]2[CH:16]=[CH:15][CH:14]=[C:13]([O:17][CH3:18])[CH:12]=2)[C:5]([C:6]#[N:7])=[C:4]([F:20])[CH:3]=1.[CH3:21][C:22]([S:25]([NH2:27])=[O:26])([CH3:24])[CH3:23].C([O-])(O)=O.[Na+]. The catalyst is C1COCC1.C(Cl)Cl.[O-]CC.[Ti+4].[O-]CC.[O-]CC.[O-]CC. The product is [Cl:1][C:2]1[CH:3]=[C:4]([F:20])[C:5]([C:6]#[N:7])=[C:8]([C:10]([C:11]2[CH:16]=[CH:15][CH:14]=[C:13]([O:17][CH3:18])[CH:12]=2)=[N:27][S:25]([C:22]([CH3:24])([CH3:23])[CH3:21])=[O:26])[CH:9]=1. The yield is 0.590. (2) The reactants are C([O:3][C:4](=O)[CH2:5][C:6]1[C:7]([CH3:12])=[N:8][O:9][C:10]=1[CH3:11])C.O.[NH2:15][NH2:16]. The catalyst is C(O)CCC. The product is [CH3:12][C:7]1[C:6]([CH2:5][C:4]([NH:15][NH2:16])=[O:3])=[C:10]([CH3:11])[O:9][N:8]=1. The yield is 0.870. (3) The reactants are [Cl:1][C:2]1[C:3]([CH2:8][NH:9][C:10]([C@@H:12]2[O:17][CH2:16][C@H:15]3[CH2:18][CH2:19][C:20](=[O:21])[N:14]3[CH2:13]2)=O)=[N:4][CH:5]=[CH:6][N:7]=1.P(Cl)(Cl)(Cl)(Cl)Cl.C([O-])(O)=O.[Na+]. The catalyst is CC#N. The product is [Cl:1][C:2]1[C:3]2[N:4]([C:10]([C@@H:12]3[O:17][CH2:16][C@H:15]4[CH2:18][CH2:19][C:20](=[O:21])[N:14]4[CH2:13]3)=[N:9][CH:8]=2)[CH:5]=[CH:6][N:7]=1. The yield is 0.530. (4) The reactants are O[C:2]([C:4](F)(F)F)=[O:3].[CH:8]([N:11]1[C:15]([C:16]2[S:17][C:18]3[CH2:19][CH2:20][O:21][C:22]4[CH:29]=[C:28]([CH:30]5[CH2:33][N:32]([CH2:34][C:35]([OH:37])=O)[CH2:31]5)[CH:27]=[CH:26][C:23]=4[C:24]=3[N:25]=2)=[N:14][CH:13]=[N:12]1)([CH3:10])[CH3:9].C[CH2:39][N:40]=C=NCCCN(C)C.[CH:49]1C=CC2N(O)N=NC=2C=1.NCC(C)(O)C.C(N(C(C)C)CC)(C)C.C(=O)(O)[O-].[Na+]. The catalyst is C1COCC1. The product is [OH:3][C:2]([CH3:4])([CH3:49])[CH2:39][NH:40][C:35](=[O:37])[CH2:34][N:32]1[CH2:33][CH:30]([C:28]2[CH:27]=[CH:26][C:23]3[C:24]4[N:25]=[C:16]([C:15]5[N:11]([CH:8]([CH3:9])[CH3:10])[N:12]=[CH:13][N:14]=5)[S:17][C:18]=4[CH2:19][CH2:20][O:21][C:22]=3[CH:29]=2)[CH2:31]1. The yield is 0.440. (5) The reactants are [CH2:1]=[C:2]1[O:6][C:4](=[O:5])[CH2:3]1.[NH2:7][CH2:8][C@@H:9]1[O:13][C:12](=[O:14])[N:11]([C:15]2[CH:20]=[CH:19][C:18]([C:21]3[S:22][CH2:23][C:24](=[O:27])[NH:25][N:26]=3)=[C:17]([F:28])[CH:16]=2)[CH2:10]1.C(N(CC)CC)C. The catalyst is CN(C=O)C. The product is [F:28][C:17]1[CH:16]=[C:15]([N:11]2[CH2:10][C@H:9]([CH2:8][NH:7][C:4](=[O:5])[CH2:3][C:2](=[O:6])[CH3:1])[O:13][C:12]2=[O:14])[CH:20]=[CH:19][C:18]=1[C:21]1[S:22][CH2:23][C:24](=[O:27])[NH:25][N:26]=1. The yield is 0.890.